From a dataset of Reaction yield outcomes from USPTO patents with 853,638 reactions. Predict the reaction yield, written as a fraction of the theoretical maximum amount of product (1.0 means a 100% yield; for example, 0.34 means a 34% yield). The reactants are C(=O)([O-])[O-].[K+].[K+].[C:7]([O:11][C:12](=[O:24])[NH:13][C:14]1[CH:15]=[N:16][C:17]([C:20](=[O:23])[CH2:21]Br)=[CH:18][CH:19]=1)([CH3:10])([CH3:9])[CH3:8].[NH2:25][C:26]1[C:35]2[C:30](=[CH:31][CH:32]=[C:33]([O:36][CH3:37])[N:34]=2)[N:29]=[CH:28][C:27]=1[OH:38].ClCCl. The catalyst is CN(C)C=O.CO. The product is [C:7]([O:11][C:12](=[O:24])[NH:13][C:14]1[CH:15]=[N:16][C:17]([C:20](=[O:23])[CH2:21][O:38][C:27]2[CH:28]=[N:29][C:30]3[C:35]([C:26]=2[NH2:25])=[N:34][C:33]([O:36][CH3:37])=[CH:32][CH:31]=3)=[CH:18][CH:19]=1)([CH3:10])([CH3:9])[CH3:8]. The yield is 0.240.